Predict the product of the given reaction. From a dataset of Forward reaction prediction with 1.9M reactions from USPTO patents (1976-2016). (1) Given the reactants FC(F)(F)S(O[C:7]1[C:16]2[C:11](=[CH:12][CH:13]=[C:14]([C:17]([O:19][CH3:20])=[O:18])[CH:15]=2)[O:10][CH2:9][CH:8]=1)(=O)=O.[CH:23]1(B2OC(C)(C)C(C)(C)O2)[CH2:25][CH2:24]1.O.[OH-].[Li+].O1CCOCC1, predict the reaction product. The product is: [CH:23]1([C:7]2[C:16]3[C:11](=[CH:12][CH:13]=[C:14]([C:17]([O:19][CH3:20])=[O:18])[CH:15]=3)[O:10][CH2:9][CH:8]=2)[CH2:25][CH2:24]1. (2) Given the reactants [Br:1][C:2]1[CH:3]=C[C:5](Cl)=[N:6][CH:7]=1.[F-].[K+].[C:11]([O:15][C:16]([N:18]1[CH2:23][CH2:22][CH:21]([NH:24][CH2:25][C:26]2[CH:31]=[C:30]([C:32]([F:35])([F:34])[F:33])[CH:29]=[C:28]([C:36]([F:39])([F:38])[F:37])[CH:27]=2)[CH2:20][CH:19]1[CH2:40][CH3:41])=[O:17])([CH3:14])([CH3:13])[CH3:12].C([N:45](CC)C(C)C)(C)C, predict the reaction product. The product is: [C:11]([O:15][C:16]([N:18]1[CH2:23][CH2:22][CH:21]([N:24]([CH2:25][C:26]2[CH:31]=[C:30]([C:32]([F:34])([F:33])[F:35])[CH:29]=[C:28]([C:36]([F:39])([F:37])[F:38])[CH:27]=2)[C:5]2[N:45]=[CH:3][C:2]([Br:1])=[CH:7][N:6]=2)[CH2:20][CH:19]1[CH2:40][CH3:41])=[O:17])([CH3:14])([CH3:13])[CH3:12].